From a dataset of Full USPTO retrosynthesis dataset with 1.9M reactions from patents (1976-2016). Predict the reactants needed to synthesize the given product. (1) Given the product [NH:1]1[CH:5]=[CH:4][C:3]([CH2:8][NH:16][C:17]([NH2:19])=[S:18])=[N:2]1, predict the reactants needed to synthesize it. The reactants are: [N:1]1[NH:2][C:3](NC)=[CH:4][CH:5]=1.[C:8]([N:16]=[C:17]=[S:18])(=O)C1C=CC=CC=1.[NH3:19]. (2) Given the product [CH3:21][N:19]([CH3:20])[CH2:18][CH2:17][N:12]1[C:11](=[O:22])[C:10]2[CH:23]=[CH:24][CH:25]=[C:8]3[C:9]=2[C:14](=[C:15]2[C:2]([NH:1][C:27](=[O:28])[O:29][C:30]4[CH:35]=[CH:34][CH:33]=[CH:32][CH:31]=4)=[CH:3][CH:4]=[CH:5][C:6]2=[CH:7]3)[C:13]1=[O:16], predict the reactants needed to synthesize it. The reactants are: [NH2:1][C:2]1[C:15]2[C:6](=[CH:7][C:8]3[C:9]4[C:14]=2[C:13](=[O:16])[N:12]([CH2:17][CH2:18][N:19]([CH3:21])[CH3:20])[C:11](=[O:22])[C:10]=4[CH:23]=[CH:24][CH:25]=3)[CH:5]=[CH:4][CH:3]=1.Cl[C:27]([O:29][C:30]1[CH:35]=[CH:34][CH:33]=[CH:32][CH:31]=1)=[O:28].C(N(CC)CC)C.C(Cl)Cl.CO.